From a dataset of Peptide-MHC class I binding affinity with 185,985 pairs from IEDB/IMGT. Regression. Given a peptide amino acid sequence and an MHC pseudo amino acid sequence, predict their binding affinity value. This is MHC class I binding data. (1) The peptide sequence is EVQLVESGGGL. The MHC is HLA-A23:01 with pseudo-sequence HLA-A23:01. The binding affinity (normalized) is 0.0232. (2) The binding affinity (normalized) is 0.0595. The MHC is HLA-A68:01 with pseudo-sequence HLA-A68:01. The peptide sequence is GQQRSTLERTSKASL. (3) The peptide sequence is APILVVSGI. The MHC is HLA-B07:02 with pseudo-sequence HLA-B07:02. The binding affinity (normalized) is 0.532. (4) The peptide sequence is NPLEIYQEI. The MHC is HLA-A02:19 with pseudo-sequence HLA-A02:19. The binding affinity (normalized) is 0.0847. (5) The peptide sequence is ITFHNQRDF. The MHC is HLA-A03:01 with pseudo-sequence HLA-A03:01. The binding affinity (normalized) is 0.0847. (6) The peptide sequence is HSKKKCDDL. The MHC is HLA-A02:01 with pseudo-sequence HLA-A02:01. The binding affinity (normalized) is 0. (7) The peptide sequence is SYKHLFQPV. The MHC is H-2-Kd with pseudo-sequence H-2-Kd. The binding affinity (normalized) is 0.235. (8) The peptide sequence is ATARRPRWL. The MHC is Mamu-A01 with pseudo-sequence Mamu-A01. The binding affinity (normalized) is 0.466.